From a dataset of Full USPTO retrosynthesis dataset with 1.9M reactions from patents (1976-2016). Predict the reactants needed to synthesize the given product. The reactants are: [CH3:1][C@:2]1([C:18]([O:20]C)=[O:19])[CH2:6][CH2:5][CH2:4][N:3]1[CH2:7][C:8]1[CH:13]=[CH:12][C:11]([C:14]([F:17])([F:16])[F:15])=[CH:10][CH:9]=1.[Li+:22].[OH-]. Given the product [CH3:1][C@:2]1([C:18]([O-:20])=[O:19])[CH2:6][CH2:5][CH2:4][N:3]1[CH2:7][C:8]1[CH:13]=[CH:12][C:11]([C:14]([F:15])([F:17])[F:16])=[CH:10][CH:9]=1.[Li+:22], predict the reactants needed to synthesize it.